From a dataset of Full USPTO retrosynthesis dataset with 1.9M reactions from patents (1976-2016). Predict the reactants needed to synthesize the given product. (1) The reactants are: Br[C:2]1[CH:10]=[CH:9][C:8]([O:11][CH3:12])=[CH:7][C:3]=1[C:4]([OH:6])=[O:5].C(=O)([O-])[O-].[K+].[K+].[NH2:19][C:20]1[N:24]([CH3:25])[N:23]=[C:22]([C:26]([CH3:29])([CH3:28])[CH3:27])[CH:21]=1.C(O)(=O)C. Given the product [C:26]([C:22]1[CH:21]=[C:20]([NH:19][C:2]2[CH:10]=[CH:9][C:8]([O:11][CH3:12])=[CH:7][C:3]=2[C:4]([OH:6])=[O:5])[N:24]([CH3:25])[N:23]=1)([CH3:29])([CH3:27])[CH3:28], predict the reactants needed to synthesize it. (2) Given the product [CH2:16]([O:23][C:12]1[CH:11]=[CH:10][C:9]([O:8][C:6]([O:5][C:1]([CH3:4])([CH3:3])[CH3:2])=[O:7])=[CH:14][CH:13]=1)[C:17]1[CH:22]=[CH:21][CH:20]=[CH:19][CH:18]=1.[C:34]([O:33][C:31]([O:30][C:26]1[CH:25]=[C:24]([OH:23])[CH:29]=[CH:28][CH:27]=1)=[O:32])([CH3:37])([CH3:35])[CH3:36], predict the reactants needed to synthesize it. The reactants are: [C:1]([O:5][C:6]([O:8][C:9]1[CH:10]=[C:11](O)[CH:12]=[CH:13][CH:14]=1)=[O:7])([CH3:4])([CH3:3])[CH3:2].[CH2:16]([O:23][C:24]1[CH:29]=[CH:28][CH:27]=[C:26]([O:30][C:31]([O:33][C:34]([CH3:37])([CH3:36])[CH3:35])=[O:32])[CH:25]=1)[C:17]1[CH:22]=[CH:21][CH:20]=[CH:19][CH:18]=1.